This data is from Retrosynthesis with 50K atom-mapped reactions and 10 reaction types from USPTO. The task is: Predict the reactants needed to synthesize the given product. (1) Given the product Cn1c(COc2ccc(CC3SC(=O)NC3=O)cc2)nc2ccc(Oc3ccc(NC(=O)c4ccncc4)cc3)cc21, predict the reactants needed to synthesize it. The reactants are: Cn1c(COc2ccc(CC3SC(=O)NC3=O)cc2)nc2ccc(Oc3ccc(N)cc3)cc21.O=C(Cl)c1ccncc1. (2) Given the product CC(C)(C)OC(=O)NC1=N[C@](C)(c2cc(Br)ccc2F)CS(=O)(=O)C12CC2, predict the reactants needed to synthesize it. The reactants are: CC(C)(C)OC(=O)OC(=O)OC(C)(C)C.C[C@@]1(c2cc(Br)ccc2F)CS(=O)(=O)C2(CC2)C(N)=N1. (3) Given the product CC(C)S(=O)(=O)NC1COCCC1=O, predict the reactants needed to synthesize it. The reactants are: CC(C)S(=O)(=O)NC1COCCC12OCCO2. (4) Given the product CC(C)CNc1nc(-c2ccccc2)cn2ccnc12, predict the reactants needed to synthesize it. The reactants are: CC(C)CNc1nc(Br)cn2ccnc12.OB(O)c1ccccc1. (5) Given the product COC(=O)[C@@H](N)Cc1ccc(OCc2ccsc2)cc1, predict the reactants needed to synthesize it. The reactants are: COC(=O)[C@H](Cc1ccc(OCc2ccsc2)cc1)NC(=O)OC(C)(C)C.